Dataset: Forward reaction prediction with 1.9M reactions from USPTO patents (1976-2016). Task: Predict the product of the given reaction. (1) Given the reactants [CH2:1]([N:8]1[C:16]2[C:11](=[CH:12][C:13]([C:17]([OH:26])([C:22]([F:25])([F:24])[F:23])[C:18]([F:21])([F:20])[F:19])=[CH:14][CH:15]=2)[CH:10]=[C:9]1[CH2:27][O:28][Si](C(C)C)(C(C)C)C(C)C)[C:2]1[CH:7]=[CH:6][CH:5]=[CH:4][CH:3]=1.[F-].C([N+](CCCC)(CCCC)CCCC)CCC.[NH4+].[Cl-].CCOCC, predict the reaction product. The product is: [CH2:1]([N:8]1[C:16]2[C:11](=[CH:12][C:13]([C:17]([OH:26])([C:18]([F:19])([F:20])[F:21])[C:22]([F:23])([F:24])[F:25])=[CH:14][CH:15]=2)[CH:10]=[C:9]1[CH2:27][OH:28])[C:2]1[CH:3]=[CH:4][CH:5]=[CH:6][CH:7]=1. (2) Given the reactants [H-].[H-].[H-].[H-].[Li+].[Al+3].[CH:7]([C:10]1[CH:15]=[CH:14][CH:13]=[C:12]([CH:16]([CH3:18])[CH3:17])[C:11]=1/[N:19]=[C:20](\[C:37]1[CH:42]=[CH:41][CH:40]=[CH:39][CH:38]=1)/[C:21]1[CH:26]=[C:25]([CH3:27])[CH:24]=[C:23]([C:28]2[CH:33]=[CH:32][CH:31]=[CH:30][C:29]=2[O:34][CH3:35])[C:22]=1[OH:36])([CH3:9])[CH3:8].[O-]S([O-])(=O)=O.[Na+].[Na+], predict the reaction product. The product is: [CH:7]([C:10]1[CH:15]=[CH:14][CH:13]=[C:12]([CH:16]([CH3:17])[CH3:18])[C:11]=1[NH:19][CH:20]([C:37]1[CH:38]=[CH:39][CH:40]=[CH:41][CH:42]=1)[C:21]1[CH:26]=[C:25]([CH3:27])[CH:24]=[C:23]([C:28]2[CH:33]=[CH:32][CH:31]=[CH:30][C:29]=2[O:34][CH3:35])[C:22]=1[OH:36])([CH3:8])[CH3:9]. (3) Given the reactants [Si:1]([O:8][C@H:9]1[C@H:13]2[O:14][CH2:15][C@@H:16]([O:17][C:18]3[N:40]([CH2:41][O:42][CH2:43][CH2:44][Si:45]([CH3:48])([CH3:47])[CH3:46])[C:21]4=[N:22][C:23]([C:27]5[CH:32]=[CH:31][C:30]([C@@H:33]6[CH2:38][CH2:37][C@H:36]([NH2:39])[CH2:35][CH2:34]6)=[CH:29][CH:28]=5)=[C:24]([Cl:26])[CH:25]=[C:20]4[N:19]=3)[C@H:12]2[O:11][CH2:10]1)([C:4]([CH3:7])([CH3:6])[CH3:5])([CH3:3])[CH3:2].C(N(CC)CC)C.Cl[C:57]([O:59][CH3:60])=[O:58], predict the reaction product. The product is: [Si:1]([O:8][C@H:9]1[C@H:13]2[O:14][CH2:15][C@@H:16]([O:17][C:18]3[N:40]([CH2:41][O:42][CH2:43][CH2:44][Si:45]([CH3:48])([CH3:47])[CH3:46])[C:21]4=[N:22][C:23]([C:27]5[CH:32]=[CH:31][C:30]([C@@H:33]6[CH2:38][CH2:37][C@H:36]([NH:39][C:57](=[O:58])[O:59][CH3:60])[CH2:35][CH2:34]6)=[CH:29][CH:28]=5)=[C:24]([Cl:26])[CH:25]=[C:20]4[N:19]=3)[C@H:12]2[O:11][CH2:10]1)([C:4]([CH3:6])([CH3:7])[CH3:5])([CH3:3])[CH3:2]. (4) Given the reactants [C:1]([O:5][C:6](=[O:20])[NH:7][C:8]1[CH:13]=[C:12]([CH3:14])[C:11]([C:15]([F:18])([F:17])[F:16])=[CH:10][C:9]=1[NH2:19])([CH3:4])([CH3:3])[CH3:2].C([O:23][C:24](=O)[CH2:25][C:26](=[O:38])[C:27]1[CH:32]=[CH:31][CH:30]=[C:29]([N:33]2[CH:37]=[CH:36][N:35]=[N:34]2)[CH:28]=1)C, predict the reaction product. The product is: [C:1]([O:5][C:6](=[O:20])[NH:7][C:8]1[CH:13]=[C:12]([CH3:14])[C:11]([C:15]([F:18])([F:17])[F:16])=[CH:10][C:9]=1[NH:19][C:24](=[O:23])[CH2:25][C:26](=[O:38])[C:27]1[CH:32]=[CH:31][CH:30]=[C:29]([N:33]2[CH:37]=[CH:36][N:35]=[N:34]2)[CH:28]=1)([CH3:4])([CH3:2])[CH3:3]. (5) Given the reactants [C:1]([O:4][CH2:5][C@@:6]([NH:40][C:41](=[O:43])[CH3:42])([CH3:39])[CH2:7][CH2:8][C:9]1[N:10]([CH3:38])[C:11](C(OC(=O)CCCC2C=CC(C)=CC=2)=CCCC2C=CC(C)=CC=2)=[CH:12][CH:13]=1)(=[O:3])[CH3:2].C(C1C=CC(CCCC(O)=O)=CC=1)(C)(C)C, predict the reaction product. The product is: [C:1]([O:4][CH2:5][C@@:6]([NH:40][C:41](=[O:43])[CH3:42])([CH3:39])[CH2:7][CH2:8][C:9]1[N:10]([CH3:38])[CH:11]=[CH:12][CH:13]=1)(=[O:3])[CH3:2]. (6) Given the reactants Br[C:2]1[C:11]2[C:6](=[C:7]([F:12])[CH:8]=[CH:9][CH:10]=2)[N:5]=[C:4]([C:13]([O:15][CH3:16])=[O:14])[CH:3]=1.C([O-])(=O)C.[K+].[B:22]1([B:22]2[O:26][C:25]([CH3:28])([CH3:27])[C:24]([CH3:30])([CH3:29])[O:23]2)[O:26][C:25]([CH3:28])([CH3:27])[C:24]([CH3:30])([CH3:29])[O:23]1, predict the reaction product. The product is: [F:12][C:7]1[CH:8]=[CH:9][CH:10]=[C:11]2[C:6]=1[N:5]=[C:4]([C:13]([O:15][CH3:16])=[O:14])[CH:3]=[C:2]2[B:22]1[O:26][C:25]([CH3:28])([CH3:27])[C:24]([CH3:30])([CH3:29])[O:23]1.